From a dataset of Full USPTO retrosynthesis dataset with 1.9M reactions from patents (1976-2016). Predict the reactants needed to synthesize the given product. (1) Given the product [F:1][C:2]1[CH:3]=[C:4]([N:9]2[C:10]3[CH:15]=[CH:14][CH:13]=[CH:12][C:11]=3[NH:16][S:17]2(=[O:19])=[O:18])[CH:5]=[CH:6][C:7]=1[F:8], predict the reactants needed to synthesize it. The reactants are: [F:1][C:2]1[CH:3]=[C:4]([NH:9][C:10]2[C:11]([NH2:16])=[CH:12][CH:13]=[CH:14][CH:15]=2)[CH:5]=[CH:6][C:7]=1[F:8].[S:17](N)(N)(=[O:19])=[O:18]. (2) Given the product [CH:1]1([O:4][C:5]2[CH:6]=[C:7]([C:15]3[N:32]([CH2:33][O:34][CH2:35][CH2:36][Si:37]([CH3:40])([CH3:39])[CH3:38])[C:18]4[CH:19]=[N:20][N:21]([CH2:24][O:25][CH2:26][CH2:27][Si:28]([CH3:31])([CH3:29])[CH3:30])[C:22](=[O:23])[C:17]=4[C:16]=3[CH:41]([OH:42])[C:43]#[CH:44])[CH:8]=[CH:9][C:10]=2[O:11][CH:12]([F:13])[F:14])[CH2:2][CH2:3]1, predict the reactants needed to synthesize it. The reactants are: [CH:1]1([O:4][C:5]2[CH:6]=[C:7]([C:15]3[N:32]([CH2:33][O:34][CH2:35][CH2:36][Si:37]([CH3:40])([CH3:39])[CH3:38])[C:18]4[CH:19]=[N:20][N:21]([CH2:24][O:25][CH2:26][CH2:27][Si:28]([CH3:31])([CH3:30])[CH3:29])[C:22](=[O:23])[C:17]=4[C:16]=3[CH:41]=[O:42])[CH:8]=[CH:9][C:10]=2[O:11][CH:12]([F:14])[F:13])[CH2:3][CH2:2]1.[C:43]([Mg]Br)#[CH:44].[Cl-].[NH4+]. (3) Given the product [F:16][C:13]1[CH:14]=[CH:15][C:10]([CH:7]2[N:6]([S:17]([C:20]3[CH:25]=[CH:24][C:23]([CH3:26])=[CH:22][CH:21]=3)(=[O:19])=[O:18])[CH:5]([CH2:4][CH2:3][CH2:2][N:27]3[CH:31]=[CH:30][CH:29]=[N:28]3)[CH2:9][CH2:8]2)=[CH:11][CH:12]=1, predict the reactants needed to synthesize it. The reactants are: Cl[CH2:2][CH2:3][CH2:4][CH:5]1[CH2:9][CH2:8][CH:7]([C:10]2[CH:15]=[CH:14][C:13]([F:16])=[CH:12][CH:11]=2)[N:6]1[S:17]([C:20]1[CH:25]=[CH:24][C:23]([CH3:26])=[CH:22][CH:21]=1)(=[O:19])=[O:18].[NH:27]1[CH:31]=[CH:30][CH:29]=[N:28]1. (4) Given the product [CH2:28]([C:6]1[C:7]2[O:11][C:10]([CH3:12])=[C:9]([C:13]3[CH:14]=[CH:15][CH:16]=[CH:17][CH:18]=3)[C:8]=2[CH:19]=[CH:20][C:5]=1[OH:4])[CH:23]=[CH2:24], predict the reactants needed to synthesize it. The reactants are: C([O:4][C:5]1[CH:20]=[CH:19][C:8]2[C:9]([C:13]3[CH:18]=[CH:17][CH:16]=[CH:15][CH:14]=3)=[C:10]([CH3:12])[O:11][C:7]=2[CH:6]=1)C=C.CN(C)[C:23]1[CH:28]=CC=C[CH:24]=1. (5) Given the product [CH:16]1([CH2:15][S:14][CH:11]2[CH2:12][CH2:13][N:8]([C:6]([O:5][C:1]([CH3:4])([CH3:3])[CH3:2])=[O:7])[CH2:9][CH2:10]2)[CH2:19][CH2:18]1, predict the reactants needed to synthesize it. The reactants are: [C:1]([O:5][C:6]([N:8]1[CH2:13][CH2:12][CH:11]([S:14][C:15](=O)[CH3:16])[CH2:10][CH2:9]1)=[O:7])([CH3:4])([CH3:3])[CH3:2].[CH:18]1(Br)C[CH2:19]1.O[Li].O.